Dataset: Forward reaction prediction with 1.9M reactions from USPTO patents (1976-2016). Task: Predict the product of the given reaction. (1) Given the reactants Br[CH2:2][C:3]1[CH:4]=[C:5]2[C:10](=[N:11][C:12]=1[O:13][CH3:14])[N:9]([C@@H:15]([CH:25]([CH3:27])[CH3:26])[CH2:16][O:17][Si:18]([C:21]([CH3:24])([CH3:23])[CH3:22])([CH3:20])[CH3:19])[CH:8]=[C:7]([C:28]([O:30][CH2:31][CH3:32])=[O:29])[C:6]2=[O:33].[F:34][C:35]1[CH:41]=[C:40]([F:42])[CH:39]=[C:38]([F:43])[C:36]=1[NH2:37].C(=O)([O-])[O-].[K+].[K+].Cl, predict the reaction product. The product is: [Si:18]([O:17][CH2:16][C@@H:15]([N:9]1[C:10]2[C:5](=[CH:4][C:3]([CH2:2][NH:37][C:36]3[C:35]([F:34])=[CH:41][C:40]([F:42])=[CH:39][C:38]=3[F:43])=[C:12]([O:13][CH3:14])[N:11]=2)[C:6](=[O:33])[C:7]([C:28]([O:30][CH2:31][CH3:32])=[O:29])=[CH:8]1)[CH:25]([CH3:27])[CH3:26])([C:21]([CH3:23])([CH3:24])[CH3:22])([CH3:19])[CH3:20]. (2) Given the reactants [NH:1]([CH2:3][C:4]([OH:6])=[O:5])[CH3:2].[OH-].[K+].Cl[CH:10]([C:17]1[CH:22]=[CH:21][CH:20]=[CH:19][CH:18]=1)[C:11]1[CH:16]=[CH:15][CH:14]=[CH:13][CH:12]=1.O, predict the reaction product. The product is: [C:11]1([CH:10]([C:17]2[CH:22]=[CH:21][CH:20]=[CH:19][CH:18]=2)[N:1]([CH2:3][C:4]([OH:6])=[O:5])[CH3:2])[CH:16]=[CH:15][CH:14]=[CH:13][CH:12]=1.